This data is from Forward reaction prediction with 1.9M reactions from USPTO patents (1976-2016). The task is: Predict the product of the given reaction. Given the reactants ClC(Cl)(O[C:5](=[O:11])OC(Cl)(Cl)Cl)Cl.[F:13][C:14]1([F:26])[CH2:19][CH2:18][C:17]([OH:25])([C:20]([O:22][CH2:23][CH3:24])=[O:21])[CH2:16][CH2:15]1.[CH3:27][NH:28][CH3:29], predict the reaction product. The product is: [CH3:27][N:28]([CH3:29])[C:5]([O:25][C:17]1([C:20]([O:22][CH2:23][CH3:24])=[O:21])[CH2:16][CH2:15][C:14]([F:26])([F:13])[CH2:19][CH2:18]1)=[O:11].